From a dataset of NCI-60 drug combinations with 297,098 pairs across 59 cell lines. Regression. Given two drug SMILES strings and cell line genomic features, predict the synergy score measuring deviation from expected non-interaction effect. (1) Drug 1: CCC1(C2=C(COC1=O)C(=O)N3CC4=CC5=C(C=CC(=C5CN(C)C)O)N=C4C3=C2)O.Cl. Synergy scores: CSS=44.3, Synergy_ZIP=-2.61, Synergy_Bliss=-0.250, Synergy_Loewe=-15.1, Synergy_HSA=2.79. Cell line: HT29. Drug 2: N.N.Cl[Pt+2]Cl. (2) Drug 1: CC(C)(C#N)C1=CC(=CC(=C1)CN2C=NC=N2)C(C)(C)C#N. Drug 2: C(CN)CNCCSP(=O)(O)O. Cell line: OVCAR3. Synergy scores: CSS=1.56, Synergy_ZIP=1.13, Synergy_Bliss=0.862, Synergy_Loewe=-0.0260, Synergy_HSA=-2.57. (3) Cell line: LOX IMVI. Drug 2: COCCOC1=C(C=C2C(=C1)C(=NC=N2)NC3=CC=CC(=C3)C#C)OCCOC.Cl. Drug 1: CCC1(C2=C(COC1=O)C(=O)N3CC4=CC5=C(C=CC(=C5CN(C)C)O)N=C4C3=C2)O.Cl. Synergy scores: CSS=24.9, Synergy_ZIP=-5.08, Synergy_Bliss=-12.4, Synergy_Loewe=-24.9, Synergy_HSA=-11.6. (4) Drug 1: C1C(C(OC1N2C=NC3=C(N=C(N=C32)Cl)N)CO)O. Drug 2: N.N.Cl[Pt+2]Cl. Cell line: OVCAR3. Synergy scores: CSS=32.2, Synergy_ZIP=5.70, Synergy_Bliss=10.5, Synergy_Loewe=-2.04, Synergy_HSA=-0.00803. (5) Drug 1: C1=NC2=C(N1)C(=S)N=C(N2)N. Drug 2: CC1=C(C=C(C=C1)NC(=O)C2=CC=C(C=C2)CN3CCN(CC3)C)NC4=NC=CC(=N4)C5=CN=CC=C5. Cell line: MCF7. Synergy scores: CSS=30.2, Synergy_ZIP=3.18, Synergy_Bliss=2.84, Synergy_Loewe=-11.5, Synergy_HSA=0.517. (6) Drug 1: C1C(C(OC1N2C=NC3=C(N=C(N=C32)Cl)N)CO)O. Drug 2: C1CCC(C(C1)N)N.C(=O)(C(=O)[O-])[O-].[Pt+4]. Cell line: NCI/ADR-RES. Synergy scores: CSS=58.5, Synergy_ZIP=-5.97, Synergy_Bliss=-6.14, Synergy_Loewe=-20.4, Synergy_HSA=0.628. (7) Drug 1: CC1CCC2CC(C(=CC=CC=CC(CC(C(=O)C(C(C(=CC(C(=O)CC(OC(=O)C3CCCCN3C(=O)C(=O)C1(O2)O)C(C)CC4CCC(C(C4)OC)O)C)C)O)OC)C)C)C)OC. Drug 2: C1CCC(C(C1)N)N.C(=O)(C(=O)[O-])[O-].[Pt+4]. Cell line: HT29. Synergy scores: CSS=29.3, Synergy_ZIP=-1.61, Synergy_Bliss=-4.01, Synergy_Loewe=-8.22, Synergy_HSA=-1.73.